Dataset: NCI-60 drug combinations with 297,098 pairs across 59 cell lines. Task: Regression. Given two drug SMILES strings and cell line genomic features, predict the synergy score measuring deviation from expected non-interaction effect. (1) Drug 1: CN(C)C1=NC(=NC(=N1)N(C)C)N(C)C. Drug 2: C1=NC2=C(N=C(N=C2N1C3C(C(C(O3)CO)O)F)Cl)N. Cell line: SK-MEL-28. Synergy scores: CSS=9.52, Synergy_ZIP=-5.66, Synergy_Bliss=-3.18, Synergy_Loewe=-34.2, Synergy_HSA=-6.80. (2) Drug 1: COC1=CC(=CC(=C1O)OC)C2C3C(COC3=O)C(C4=CC5=C(C=C24)OCO5)OC6C(C(C7C(O6)COC(O7)C8=CC=CS8)O)O. Drug 2: C1=CC(=CC=C1CCCC(=O)O)N(CCCl)CCCl. Cell line: PC-3. Synergy scores: CSS=29.4, Synergy_ZIP=-8.35, Synergy_Bliss=-5.89, Synergy_Loewe=-2.30, Synergy_HSA=-1.06. (3) Drug 1: C1=NC2=C(N=C(N=C2N1C3C(C(C(O3)CO)O)F)Cl)N. Drug 2: CC(C)CN1C=NC2=C1C3=CC=CC=C3N=C2N. Cell line: SR. Synergy scores: CSS=0.0570, Synergy_ZIP=2.33, Synergy_Bliss=3.04, Synergy_Loewe=-3.22, Synergy_HSA=-2.76. (4) Drug 1: CC1C(C(CC(O1)OC2CC(CC3=C2C(=C4C(=C3O)C(=O)C5=C(C4=O)C(=CC=C5)OC)O)(C(=O)CO)O)N)O.Cl. Drug 2: CCC1=CC2CC(C3=C(CN(C2)C1)C4=CC=CC=C4N3)(C5=C(C=C6C(=C5)C78CCN9C7C(C=CC9)(C(C(C8N6C)(C(=O)OC)O)OC(=O)C)CC)OC)C(=O)OC.C(C(C(=O)O)O)(C(=O)O)O. Cell line: NCI-H226. Synergy scores: CSS=12.2, Synergy_ZIP=-8.23, Synergy_Bliss=-3.70, Synergy_Loewe=-6.50, Synergy_HSA=-7.61.